Dataset: Forward reaction prediction with 1.9M reactions from USPTO patents (1976-2016). Task: Predict the product of the given reaction. (1) Given the reactants Br[C:2]1[C:3]([N:22]2[CH2:26][CH2:25][C@@:24]([OH:28])([CH3:27])[CH2:23]2)=[N:4][CH:5]=[C:6]([CH:21]=1)[C:7]([NH:9][C:10]1[CH:15]=[CH:14][C:13]([O:16][C:17]([F:20])([F:19])[F:18])=[CH:12][CH:11]=1)=[O:8].CC1(C)C(C)(C)OB([C:37]2[N:41]([CH2:42][O:43][CH2:44][CH2:45][Si:46]([CH3:49])([CH3:48])[CH3:47])[N:40]=[CH:39][CH:38]=2)O1.C([O-])([O-])=O.[Na+].[Na+].COCCOC, predict the reaction product. The product is: [OH:28][C@@:24]1([CH3:27])[CH2:25][CH2:26][N:22]([C:3]2[C:2]([C:37]3[N:41]([CH2:42][O:43][CH2:44][CH2:45][Si:46]([CH3:49])([CH3:48])[CH3:47])[N:40]=[CH:39][CH:38]=3)=[CH:21][C:6]([C:7]([NH:9][C:10]3[CH:15]=[CH:14][C:13]([O:16][C:17]([F:20])([F:19])[F:18])=[CH:12][CH:11]=3)=[O:8])=[CH:5][N:4]=2)[CH2:23]1. (2) Given the reactants [NH2:1][C:2]1[C:6]([C:7]([C:9]2[S:10][CH:11]=[CH:12][CH:13]=2)=[O:8])=[CH:5][NH:4][N:3]=1.[Cl:14][C:15]1[N:20]=[CH:19][C:18]([C:21](=O)/[CH:22]=[CH:23]/N(C)C)=[CH:17][CH:16]=1, predict the reaction product. The product is: [Cl:14][C:15]1[N:20]=[CH:19][C:18]([C:21]2[N:3]3[N:4]=[CH:5][C:6]([C:7]([C:9]4[S:10][CH:11]=[CH:12][CH:13]=4)=[O:8])=[C:2]3[N:1]=[CH:23][CH:22]=2)=[CH:17][CH:16]=1. (3) Given the reactants [CH2:1]([C:8]1[O:9][C:10]2[CH:31]=[CH:30][CH:29]=[CH:28][C:11]=2[C:12]=1[C:13]1[CH:18]=[CH:17][C:16](B2OC(C)(C)C(C)(C)O2)=[CH:15][CH:14]=1)[C:2]1[CH:7]=[CH:6][CH:5]=[CH:4][CH:3]=1.Br[C:33]1[CH:38]=[CH:37][C:36]([C:39](=[O:51])[CH2:40][CH:41]2[C:46](=[O:47])[O:45]C(C)(C)OC2=O)=[CH:35][CH:34]=1.P([O-])([O-])([O-])=O.[K+].[K+].[K+], predict the reaction product. The product is: [CH2:1]([C:8]1[O:9][C:10]2[CH:31]=[CH:30][CH:29]=[CH:28][C:11]=2[C:12]=1[C:13]1[CH:14]=[CH:15][C:16]([C:33]2[CH:34]=[CH:35][C:36]([C:39](=[O:51])[CH2:40][CH2:41][C:46]([OH:45])=[O:47])=[CH:37][CH:38]=2)=[CH:17][CH:18]=1)[C:2]1[CH:3]=[CH:4][CH:5]=[CH:6][CH:7]=1. (4) Given the reactants [CH3:1][C@@:2]12[C:21](=[O:22])[CH2:20][CH2:19][C@H:3]1[C@H:4]1[C@H:9]([CH2:10][CH2:11]2)[C@:8]([CH2:13][CH2:14][C:15](O)=[O:16])([CH3:12])[C:7](=O)[CH2:6][CH2:5]1.[CH:23]1([NH2:26])[CH2:25][CH2:24]1, predict the reaction product. The product is: [CH:23]1([N:26]2[C:7]3[C@@:8]([CH3:12])([C@H:9]4[CH2:10][CH2:11][C@@:2]5([CH3:1])[C@@H:3]([CH2:19][CH2:20][C:21]5=[O:22])[C@@H:4]4[CH2:5][CH:6]=3)[CH2:13][CH2:14][C:15]2=[O:16])[CH2:25][CH2:24]1.